This data is from Full USPTO retrosynthesis dataset with 1.9M reactions from patents (1976-2016). The task is: Predict the reactants needed to synthesize the given product. The reactants are: [N:1]1[CH:6]=[CH:5][CH:4]=[CH:3][C:2]=1[NH:7][C:8]1[S:9][C:10]([CH:13]=O)=[CH:11][N:12]=1.[NH2:15][C:16]1[CH:17]=[C:18]([CH:22]=[CH:23][C:24]=1[F:25])[C:19]([OH:21])=[O:20].C([SiH](CC)CC)C. Given the product [F:25][C:24]1[CH:23]=[CH:22][C:18]([C:19]([OH:21])=[O:20])=[CH:17][C:16]=1[NH:15][CH2:13][C:10]1[S:9][C:8]([NH:7][C:2]2[CH:3]=[CH:4][CH:5]=[CH:6][N:1]=2)=[N:12][CH:11]=1, predict the reactants needed to synthesize it.